This data is from Peptide-MHC class II binding affinity with 134,281 pairs from IEDB. The task is: Regression. Given a peptide amino acid sequence and an MHC pseudo amino acid sequence, predict their binding affinity value. This is MHC class II binding data. The peptide sequence is RLEFDEFVTLAAKFI. The MHC is DRB1_1101 with pseudo-sequence DRB1_1101. The binding affinity (normalized) is 0.430.